This data is from Catalyst prediction with 721,799 reactions and 888 catalyst types from USPTO. The task is: Predict which catalyst facilitates the given reaction. (1) Reactant: [N:1]([CH2:4][C:5]1[CH:10]=[CH:9][CH:8]=[CH:7][C:6]=1[C:11]1[CH:12]=[N:13][CH:14]=[CH:15][CH:16]=1)=[N+]=[N-]. Product: [N:13]1[CH:14]=[CH:15][CH:16]=[C:11]([C:6]2[CH:7]=[CH:8][CH:9]=[CH:10][C:5]=2[CH2:4][NH2:1])[CH:12]=1. The catalyst class is: 45. (2) Reactant: [F:1][C:2]1[CH:3]=[C:4]([C:10]2[N:11]=[C:12]([CH3:26])[C:13]3[C:18]([S:19][CH2:20][CH2:21][C:22]([O:24][CH3:25])=[O:23])=[CH:17][NH:16][C:14]=3[N:15]=2)[CH:5]=[CH:6][C:7]=1[O:8][CH3:9].[O-]P([O-])([O-])=O.[K+].[K+].[K+].I[C:36]1[CH:37]=[C:38]([CH:46]=[CH:47][CH:48]=1)[O:39][CH2:40][C:41]([N:43]([CH3:45])[CH3:44])=[O:42].CN[C@@H]1CCCC[C@H]1NC. Product: [CH3:44][N:43]([CH3:45])[C:41](=[O:42])[CH2:40][O:39][C:38]1[CH:37]=[C:36]([N:16]2[C:14]3[N:15]=[C:10]([C:4]4[CH:5]=[CH:6][C:7]([O:8][CH3:9])=[C:2]([F:1])[CH:3]=4)[N:11]=[C:12]([CH3:26])[C:13]=3[C:18]([S:19][CH2:20][CH2:21][C:22]([O:24][CH3:25])=[O:23])=[CH:17]2)[CH:48]=[CH:47][CH:46]=1. The catalyst class is: 156. (3) Reactant: [C:1]([C:5]1[CH:9]=[C:8]([NH:10][C:11]([NH:13][C:14]2[C:23]3[C:18](=[CH:19][CH:20]=[CH:21][CH:22]=3)[C:17]([O:24][C:25]3[CH:30]=[CH:29][N:28]=[C:27](Cl)[N:26]=3)=[CH:16][CH:15]=2)=[O:12])[N:7]([C:32]2[CH:37]=[CH:36][C:35]([CH3:38])=[CH:34][CH:33]=2)[N:6]=1)([CH3:4])([CH3:3])[CH3:2].[CH3:39][O:40][CH2:41][CH2:42][O:43][CH2:44][CH2:45][O:46][CH2:47][CH2:48][O:49][C:50]1[CH:51]=[C:52]([NH2:59])[CH:53]=[C:54]([N:56]([CH3:58])[CH3:57])[CH:55]=1.C(#N)C.C(=O)(O)[O-].[NH4+]. Product: [C:1]([C:5]1[CH:9]=[C:8]([NH:10][C:11]([NH:13][C:14]2[C:23]3[C:18](=[CH:19][CH:20]=[CH:21][CH:22]=3)[C:17]([O:24][C:25]3[CH:30]=[CH:29][N:28]=[C:27]([NH:59][C:52]4[CH:51]=[C:50]([O:49][CH2:48][CH2:47][O:46][CH2:45][CH2:44][O:43][CH2:42][CH2:41][O:40][CH3:39])[CH:55]=[C:54]([N:56]([CH3:57])[CH3:58])[CH:53]=4)[N:26]=3)=[CH:16][CH:15]=2)=[O:12])[N:7]([C:32]2[CH:37]=[CH:36][C:35]([CH3:38])=[CH:34][CH:33]=2)[N:6]=1)([CH3:4])([CH3:3])[CH3:2]. The catalyst class is: 3. (4) Reactant: [NH2:1][CH:2]1[CH2:7][CH2:6][CH:5]([C:8]([OH:17])([C:13]([F:16])([F:15])[F:14])[C:9]([F:12])([F:11])[F:10])[CH2:4][CH2:3]1.CCN(C(C)C)C(C)C.[C:27]1([S:33](Cl)(=[O:35])=[O:34])[CH:32]=[CH:31][CH:30]=[CH:29][CH:28]=1.Cl. Product: [F:10][C:9]([F:11])([F:12])[C:8]([CH:5]1[CH2:4][CH2:3][CH:2]([NH:1][S:33]([C:27]2[CH:32]=[CH:31][CH:30]=[CH:29][CH:28]=2)(=[O:35])=[O:34])[CH2:7][CH2:6]1)([OH:17])[C:13]([F:14])([F:15])[F:16]. The catalyst class is: 215. (5) Reactant: [C:1]([N:3]1[CH2:6][CH:5]([C:7]2[O:11][N:10]=[C:9]([C:12]3[CH:13]=[CH:14][C:15]([CH3:30])=[C:16]([NH:18][C:19]([C:21]4[N:25]5[CH:26]=[CH:27][CH:28]=[CH:29][C:24]5=[N:23][CH:22]=4)=[O:20])[CH:17]=3)[N:8]=2)[CH2:4]1)#[N:2].Cl.[NH2:32][OH:33].CCN(C(C)C)C(C)C. Product: [OH:33][N:32]=[C:1]([N:3]1[CH2:4][CH:5]([C:7]2[O:11][N:10]=[C:9]([C:12]3[CH:13]=[CH:14][C:15]([CH3:30])=[C:16]([NH:18][C:19]([C:21]4[N:25]5[CH:26]=[CH:27][CH:28]=[CH:29][C:24]5=[N:23][CH:22]=4)=[O:20])[CH:17]=3)[N:8]=2)[CH2:6]1)[NH2:2]. The catalyst class is: 8. (6) Reactant: Cl.[NH2:2][C:3]1[N:32]=[C:6]2[N:7]([C:22]3[CH:27]=[CH:26][CH:25]=[C:24]([C:28]([F:31])([F:30])[F:29])[CH:23]=3)[C:8]([CH3:21])=[C:9]([C:19]#[N:20])[C@@H:10]([C:11]3[CH:16]=[CH:15][C:14]([C:17]#[N:18])=[CH:13][CH:12]=3)[N:5]2[N:4]=1.N1C=CC=CC=1.[CH3:39][C:40]([CH3:45])([CH3:44])[C:41](Cl)=[O:42]. The catalyst class is: 1. Product: [C:19]([C:9]1[C@@H:10]([C:11]2[CH:16]=[CH:15][C:14]([C:17]#[N:18])=[CH:13][CH:12]=2)[N:5]2[N:4]=[C:3]([NH:2][C:41](=[O:42])[C:40]([CH3:45])([CH3:44])[CH3:39])[N:32]=[C:6]2[N:7]([C:22]2[CH:27]=[CH:26][CH:25]=[C:24]([C:28]([F:29])([F:31])[F:30])[CH:23]=2)[C:8]=1[CH3:21])#[N:20]. (7) Reactant: [F:1][C:2]1[CH:40]=[CH:39][CH:38]=[CH:37][C:3]=1[O:4][C:5]1[N:10]=[C:9]2[O:11][C:12]([C:14]3[CH:34]=[C:33]([CH3:35])[C:17]([O:18][CH2:19][C:20]([CH3:32])([CH3:31])[C:21]([O:23]CC4C=CC=CC=4)=[O:22])=[C:16]([CH3:36])[CH:15]=3)=[N:13][C:8]2=[CH:7][CH:6]=1. Product: [F:1][C:2]1[CH:40]=[CH:39][CH:38]=[CH:37][C:3]=1[O:4][C:5]1[N:10]=[C:9]2[O:11][C:12]([C:14]3[CH:15]=[C:16]([CH3:36])[C:17]([O:18][CH2:19][C:20]([CH3:32])([CH3:31])[C:21]([OH:23])=[O:22])=[C:33]([CH3:35])[CH:34]=3)=[N:13][C:8]2=[CH:7][CH:6]=1. The catalyst class is: 153. (8) Reactant: Cl[C:2]1[C:7]([CH:8]([CH2:13][CH2:14][CH3:15])[C:9]([O:11][CH3:12])=[O:10])=[C:6]([CH3:16])[N:5]=[C:4]([N:17]2[CH2:22][CH2:21][CH2:20][CH2:19][CH2:18]2)[N:3]=1.C(N(CC)C(C)C)(C)C.[Cl:32][C:33]1[CH:38]=[CH:37][C:36](B(O)O)=[C:35]([F:42])[CH:34]=1. Product: [Cl:32][C:33]1[CH:38]=[CH:37][C:36]([C:2]2[C:7]([CH:8]([CH2:13][CH2:14][CH3:15])[C:9]([O:11][CH3:12])=[O:10])=[C:6]([CH3:16])[N:5]=[C:4]([N:17]3[CH2:22][CH2:21][CH2:20][CH2:19][CH2:18]3)[N:3]=2)=[C:35]([F:42])[CH:34]=1. The catalyst class is: 108.